From a dataset of hERG potassium channel inhibition data for cardiac toxicity prediction from Karim et al.. Regression/Classification. Given a drug SMILES string, predict its toxicity properties. Task type varies by dataset: regression for continuous values (e.g., LD50, hERG inhibition percentage) or binary classification for toxic/non-toxic outcomes (e.g., AMES mutagenicity, cardiotoxicity, hepatotoxicity). Dataset: herg_karim. (1) The molecule is COc1cc(N)c(Cl)cc1C(=O)NCC1CCN(CCCn2ccnn2)CC1. The result is 0 (non-blocker). (2) The drug is Cc1c[nH]nc1C(=O)N[C@@H]1CC(C)(C)Oc2nc(-c3ccc(Cl)cc3Cl)c(-c3ccc(Cl)cc3)cc21. The result is 1 (blocker). (3) The compound is CC(C)(C)COc1ccc2c(c1)[C@]1(COC(N)=N1)c1cc(-c3cncc(F)c3)ccc1O2. The result is 1 (blocker). (4) The compound is Cc1cc(=O)n(C[C@H](N)C2CCC(NCc3ncc4c(n3)NC(=O)CO4)CC2)c2cc(F)ccc12. The result is 0 (non-blocker). (5) The result is 1 (blocker). The drug is COC(C)(C)C#Cc1ccc2c(c1)[C@]1(COC(N)=N1)c1cc(-c3cncnc3)ccc1O2. (6) The molecule is O=S(=O)(c1ccc(/C=C/c2ccccc2O)nc1)c1ccccc1F. The result is 1 (blocker).